From a dataset of Reaction yield outcomes from USPTO patents with 853,638 reactions. Predict the reaction yield, written as a fraction of the theoretical maximum amount of product (1.0 means a 100% yield; for example, 0.34 means a 34% yield). (1) The reactants are [Cl:1][C:2]1[CH:3]=[C:4]([C@@H:12]([CH2:25][CH:26]2[CH2:30][CH2:29][CH2:28][CH2:27]2)[C:13]([NH:15][C:16]2[CH:20]=[CH:19][N:18]([CH2:21][C:22]([OH:24])=O)[N:17]=2)=[O:14])[CH:5]=[CH:6][C:7]=1[S:8]([CH3:11])(=[O:10])=[O:9].C(Cl)(=O)C(Cl)=O.N1C(C)=CC=CC=1C.[NH:45]1[CH2:50][CH2:49][O:48][CH2:47][CH2:46]1. The catalyst is C(Cl)Cl. The product is [Cl:1][C:2]1[CH:3]=[C:4]([C@@H:12]([CH2:25][CH:26]2[CH2:27][CH2:28][CH2:29][CH2:30]2)[C:13]([NH:15][C:16]2[CH:20]=[CH:19][N:18]([CH2:21][C:22]([N:45]3[CH2:50][CH2:49][O:48][CH2:47][CH2:46]3)=[O:24])[N:17]=2)=[O:14])[CH:5]=[CH:6][C:7]=1[S:8]([CH3:11])(=[O:9])=[O:10]. The yield is 0.620. (2) The reactants are O[C:2]1[CH:7]=[C:6]([C:8]2[S:9][CH:10]=[CH:11][N:12]=2)[N:5]=[C:4]([NH2:13])[N:3]=1.O=P(Cl)(Cl)[Cl:16]. No catalyst specified. The product is [Cl:16][C:2]1[CH:7]=[C:6]([C:8]2[S:9][CH:10]=[CH:11][N:12]=2)[N:5]=[C:4]([NH2:13])[N:3]=1. The yield is 0.600. (3) The reactants are I([O-])(=O)(=O)=[O:2].[Na+].[C:7]([C:11]1[CH:16]=[CH:15][C:14]([S:17][CH3:18])=[C:13]([N+:19]([O-:21])=[O:20])[CH:12]=1)([CH3:10])([CH3:9])[CH3:8]. The catalyst is O.CO.C1COCC1. The product is [C:7]([C:11]1[CH:16]=[CH:15][C:14]([S:17]([CH3:18])=[O:2])=[C:13]([N+:19]([O-:21])=[O:20])[CH:12]=1)([CH3:10])([CH3:8])[CH3:9]. The yield is 0.910.